This data is from Forward reaction prediction with 1.9M reactions from USPTO patents (1976-2016). The task is: Predict the product of the given reaction. (1) Given the reactants [C:1]([C:3]1[CH:4]=[C:5]2[N:11]=[C:10]([CH:12]([OH:33])[C:13]3[C:21]([CH:22]4[CH2:24][CH2:23]4)=[CH:20][C:19]([CH3:25])=[C:18]4[C:14]=3[CH:15]=[CH:16][N:17]4[C:26]([O:28][C:29]([CH3:32])([CH3:31])[CH3:30])=[O:27])[N:9]([CH2:34][O:35][CH2:36][CH2:37][Si:38]([CH3:41])([CH3:40])[CH3:39])[C:6]2=[N:7][CH:8]=1)#[N:2], predict the reaction product. The product is: [C:1]([C:3]1[CH:4]=[C:5]2[N:11]=[C:10]([C:12]([C:13]3[C:21]([CH:22]4[CH2:24][CH2:23]4)=[CH:20][C:19]([CH3:25])=[C:18]4[C:14]=3[CH:15]=[CH:16][N:17]4[C:26]([O:28][C:29]([CH3:30])([CH3:31])[CH3:32])=[O:27])=[O:33])[N:9]([CH2:34][O:35][CH2:36][CH2:37][Si:38]([CH3:39])([CH3:41])[CH3:40])[C:6]2=[N:7][CH:8]=1)#[N:2]. (2) Given the reactants [C:1]([O:5][C:6](=[O:28])[NH:7][C@H:8]([CH2:24][CH:25]([CH3:27])[CH3:26])[C:9]([NH:11][C:12]1[CH:17]=[CH:16][C:15](Br)=[CH:14][C:13]=1[C:19]1[N:20]=[N:21][NH:22][N:23]=1)=[O:10])([CH3:4])([CH3:3])[CH3:2].[N:29]1[CH:34]=[CH:33][C:32](B(O)O)=[CH:31][CH:30]=1.C(=O)([O-])[O-].[Cs+].[Cs+], predict the reaction product. The product is: [C:1]([O:5][C:6](=[O:28])[NH:7][C@H:8]([CH2:24][CH:25]([CH3:27])[CH3:26])[C:9](=[O:10])[NH:11][C:12]1[CH:17]=[CH:16][C:15]([C:32]2[CH:33]=[CH:34][N:29]=[CH:30][CH:31]=2)=[CH:14][C:13]=1[C:19]1[N:20]=[N:21][NH:22][N:23]=1)([CH3:4])([CH3:3])[CH3:2]. (3) Given the reactants [Si]([O:8][CH2:9][CH2:10][N:11]([C:22]1[CH:27]=[CH:26][C:25]([N:28]2[CH2:32][CH2:31][N:30]([CH2:33][C:34]([O:36][CH2:37][CH3:38])=[O:35])[C:29]2=[O:39])=[C:24]([O:40][C:41]([F:44])([F:43])[F:42])[CH:23]=1)[C:12]([C:14]1[C:15](Cl)=[N:16][CH:17]=[N:18][C:19]=1[Cl:20])=[O:13])(C(C)(C)C)(C)C.NC1C2C(=O)N(C3C=CC(C4C=NN(CCC(OCC)=O)C=4)=C(F)C=3)CCOC=2N=CN=1.CC([O-])=O.[Na+], predict the reaction product. The product is: [Cl:20][C:19]1[C:14]2[C:12](=[O:13])[N:11]([C:22]3[CH:27]=[CH:26][C:25]([N:28]4[CH2:32][CH2:31][N:30]([CH2:33][C:34]([O:36][CH2:37][CH3:38])=[O:35])[C:29]4=[O:39])=[C:24]([O:40][C:41]([F:43])([F:44])[F:42])[CH:23]=3)[CH2:10][CH2:9][O:8][C:15]=2[N:16]=[CH:17][N:18]=1. (4) Given the reactants [Br:1][C:2]1[CH:3]=[C:4]2[C:9](=[CH:10][CH:11]=1)[N:8]=[C:7]([NH:12][CH2:13][C:14]1[CH:19]=[CH:18][C:17]([O:20][CH3:21])=[CH:16][CH:15]=1)[C:6]([N:22]1[C@H:27]([CH3:28])[CH2:26][O:25][CH2:24][C:23]1=O)=[CH:5]2, predict the reaction product. The product is: [Br:1][C:2]1[CH:3]=[C:4]2[C:9](=[CH:10][CH:11]=1)[N:8]=[C:7]([NH:12][CH2:13][C:14]1[CH:19]=[CH:18][C:17]([O:20][CH3:21])=[CH:16][CH:15]=1)[C:6]([N:22]1[CH2:23][CH2:24][O:25][CH2:26][C@H:27]1[CH3:28])=[CH:5]2.